Dataset: Catalyst prediction with 721,799 reactions and 888 catalyst types from USPTO. Task: Predict which catalyst facilitates the given reaction. (1) The catalyst class is: 78. Product: [NH:23]1[C:24]2[CH:30]=[CH:29][CH:28]=[CH:27][C:25]=2[N:26]=[C:22]1[CH2:21][N:18]1[CH2:19][CH2:20][N:15]([C:12]2[N:13]=[CH:14][C:9]([OH:8])=[CH:10][CH:11]=2)[CH2:16][CH2:17]1. Reactant: C([O:8][C:9]1[CH:10]=[CH:11][C:12]([N:15]2[CH2:20][CH2:19][N:18]([CH2:21][C:22]3[NH:26][C:25]4[CH:27]=[CH:28][CH:29]=[CH:30][C:24]=4[N:23]=3)[CH2:17][CH2:16]2)=[N:13][CH:14]=1)C1C=CC=CC=1.[H][H]. (2) Reactant: [F:1][C:2]1[CH:3]=[C:4]([N:9]2[CH:13]=[C:12]([CH:14]=[O:15])[C:11]([CH3:16])=[N:10]2)[CH:5]=[C:6]([F:8])[CH:7]=1.[CH:17]1([Mg]Br)[CH2:22][CH2:21][CH2:20][CH2:19][CH2:18]1. Product: [CH:17]1([CH:14]([C:12]2[C:11]([CH3:16])=[N:10][N:9]([C:4]3[CH:3]=[C:2]([F:1])[CH:7]=[C:6]([F:8])[CH:5]=3)[CH:13]=2)[OH:15])[CH2:22][CH2:21][CH2:20][CH2:19][CH2:18]1. The catalyst class is: 7. (3) The catalyst class is: 49. Product: [O:8]1[C:5]2[CH:6]=[CH:7][C:2]([C:26]3([OH:29])[CH2:27][CH2:28][N:23]([CH2:16][C:17]4[CH:22]=[CH:21][CH:20]=[CH:19][CH:18]=4)[CH2:24][CH2:25]3)=[CH:3][C:4]=2[O:10][CH2:9]1. Reactant: Br[C:2]1[CH:7]=[CH:6][C:5]2[O:8][CH2:9][O:10][C:4]=2[CH:3]=1.[Li]CCCC.[CH2:16]([N:23]1[CH2:28][CH2:27][C:26](=[O:29])[CH2:25][CH2:24]1)[C:17]1[CH:22]=[CH:21][CH:20]=[CH:19][CH:18]=1.[Cl-].[NH4+].